Dataset: Forward reaction prediction with 1.9M reactions from USPTO patents (1976-2016). Task: Predict the product of the given reaction. Given the reactants [CH3:1][C:2]1[O:6][C:5]([C:7]([O:9][CH3:10])=[O:8])=[CH:4][C:3]=1[C:11]1[N:15]([CH3:16])[N:14]=[CH:13][CH:12]=1.[Br:17]N1C(=O)CCC1=O, predict the reaction product. The product is: [Br:17][C:12]1[CH:13]=[N:14][N:15]([CH3:16])[C:11]=1[C:3]1[CH:4]=[C:5]([C:7]([O:9][CH3:10])=[O:8])[O:6][C:2]=1[CH3:1].